Dataset: Reaction yield outcomes from USPTO patents with 853,638 reactions. Task: Predict the reaction yield, written as a fraction of the theoretical maximum amount of product (1.0 means a 100% yield; for example, 0.34 means a 34% yield). (1) The yield is 0.480. The catalyst is C(Cl)Cl. The reactants are [Br:1][CH2:2][CH2:3][CH2:4][CH2:5][C:6](Cl)=[O:7].C=[CH:10][CH2:11][CH:12]([OH:16])[CH2:13][CH:14]=[CH2:15].[CH2:17](N(CC)CC)C. The product is [Br:1][CH2:2][CH2:3][CH2:4][CH2:5][C:6]([O:16][CH:12]([CH:11]=[CH2:10])[CH2:13][CH2:14][CH:15]=[CH2:17])=[O:7]. (2) The reactants are Cl[CH2:2][C:3](Cl)=[O:4].[N+:6]([C:9]1[CH:14]=[CH:13][C:12]([OH:15])=[C:11]([NH2:16])[CH:10]=1)([O-:8])=[O:7].C([O-])(O)=O.[Na+]. The catalyst is [Cl-].C([N+](C)(C)C)C1C=CC=CC=1.C(Cl)(Cl)Cl. The product is [N+:6]([C:9]1[CH:14]=[CH:13][C:12]2[O:15][CH2:2][C:3](=[O:4])[NH:16][C:11]=2[CH:10]=1)([O-:8])=[O:7]. The yield is 0.410. (3) The reactants are [NH2:1][C:2]1[CH:7]=[C:6]([O:8][CH2:9][C:10]2[CH:15]=[CH:14][CH:13]=[CH:12][CH:11]=2)[C:5]([O:16][CH3:17])=[CH:4][C:3]=1[C:18](=[O:20])[CH3:19].C[O-].[Na+].[CH:24](OCC)=O.S(=O)(=O)(O)O. The catalyst is O1CCCC1.O. The product is [CH2:9]([O:8][C:6]1[CH:7]=[C:2]2[C:3]([C:18](=[O:20])[CH:19]=[CH:24][NH:1]2)=[CH:4][C:5]=1[O:16][CH3:17])[C:10]1[CH:15]=[CH:14][CH:13]=[CH:12][CH:11]=1. The yield is 0.660. (4) The reactants are [NH2:1][C:2]1[N:3]=[C:4]([C:28]2[O:29][CH:30]=[CH:31][CH:32]=2)[C:5]2[N:10]=[N:9][N:8]([CH2:11][C:12]3[CH:20]=[C:19]4[C:15]([CH:16]=[CH:17][N:18]4C(OC(C)(C)C)=O)=[CH:14][CH:13]=3)[C:6]=2[N:7]=1.C[O-].[Na+]. The catalyst is CO. The product is [O:29]1[CH:30]=[CH:31][CH:32]=[C:28]1[C:4]1[C:5]2[N:10]=[N:9][N:8]([CH2:11][C:12]3[CH:20]=[C:19]4[C:15]([CH:16]=[CH:17][NH:18]4)=[CH:14][CH:13]=3)[C:6]=2[N:7]=[C:2]([NH2:1])[N:3]=1. The yield is 0.960.